Task: Predict the reaction yield, written as a fraction of the theoretical maximum amount of product (1.0 means a 100% yield; for example, 0.34 means a 34% yield).. Dataset: Reaction yield outcomes from USPTO patents with 853,638 reactions (1) The product is [NH2:1][C:2]1[N:7]=[CH:6][N:5]=[C:4]([NH:9][C:10]2[CH:15]=[CH:14][C:13]([NH:16][C:17](=[O:26])[O:18][CH2:19][C:20]3[CH:21]=[CH:22][CH:23]=[CH:24][CH:25]=3)=[CH:12][CH:11]=2)[CH:3]=1. The catalyst is C(OCCO)C. The reactants are [NH2:1][C:2]1[N:7]=[CH:6][N:5]=[C:4](Cl)[CH:3]=1.[NH2:9][C:10]1[CH:15]=[CH:14][C:13]([NH:16][C:17](=[O:26])[O:18][CH2:19][C:20]2[CH:25]=[CH:24][CH:23]=[CH:22][CH:21]=2)=[CH:12][CH:11]=1.Cl.C(OCC)(=O)C.CCCCCC. The yield is 0.470. (2) The reactants are [C:1]([NH:6][NH:7][C:8]([C:10]1[CH:19]=[CH:18][C:13]([C:14]([O:16][CH3:17])=[O:15])=[CH:12][N:11]=1)=[O:9])(=O)[CH:2]([CH3:4])[CH3:3].P(Cl)(Cl)(Cl)=O.CC#N. The catalyst is CCOC(C)=O. The product is [CH:2]([C:1]1[O:9][C:8]([C:10]2[CH:19]=[CH:18][C:13]([C:14]([O:16][CH3:17])=[O:15])=[CH:12][N:11]=2)=[N:7][N:6]=1)([CH3:4])[CH3:3]. The yield is 0.590. (3) The reactants are [CH3:1][C:2]1[CH:7]=[CH:6][CH:5]=[CH:4][C:3]=1[NH:8][C:9]1[N:14]2[N:15]=[CH:16][C:17]([C:18](O)=[O:19])=[C:13]2[N:12]=[CH:11][C:10]=1[C:21]([N:23]1[CH2:28][CH2:27][C:26]2([C:32]3[CH:33]=[CH:34][CH:35]=[CH:36][C:31]=3[O:30][CH2:29]2)[CH2:25][CH2:24]1)=[O:22].[CH2:37]([S:39]([NH2:42])(=[O:41])=[O:40])[CH3:38]. No catalyst specified. The product is [CH3:1][C:2]1[CH:7]=[CH:6][CH:5]=[CH:4][C:3]=1[NH:8][C:9]1[N:14]2[N:15]=[CH:16][C:17]([C:18]([NH:42][S:39]([CH2:37][CH3:38])(=[O:41])=[O:40])=[O:19])=[C:13]2[N:12]=[CH:11][C:10]=1[C:21]([N:23]1[CH2:28][CH2:27][C:26]2([C:36]3[CH:35]=[CH:34][CH:33]=[CH:32][C:31]=3[O:30][CH2:29]2)[CH2:25][CH2:24]1)=[O:22]. The yield is 0.500. (4) The reactants are C1CN([P+](ON2N=NC3C=CC=CC2=3)(N2CCCC2)N2CCCC2)CC1.F[P-](F)(F)(F)(F)F.[N:34]1([CH2:40][C:41]2[CH:42]=[C:43]([C:47]3[CH:52]=[CH:51][CH:50]=[C:49]([CH2:53][NH2:54])[CH:48]=3)[CH:44]=[CH:45][CH:46]=2)[CH2:39][CH2:38][NH:37][CH2:36][CH2:35]1.CCN(C(C)C)C(C)C.[NH2:64][S:65]([C:68]1[CH:69]=[C:70]([CH:74]=[CH:75][CH:76]=1)[C:71](O)=[O:72])(=[O:67])=[O:66]. The catalyst is C(Cl)(Cl)Cl.C(O)(C(F)(F)F)=O. The product is [NH2:64][S:65]([C:68]1[CH:69]=[C:70]([CH:74]=[CH:75][CH:76]=1)[C:71]([NH:54][CH2:53][C:49]1[CH:48]=[C:47]([C:43]2[CH:44]=[CH:45][CH:46]=[C:41]([CH2:40][N:34]3[CH2:39][CH2:38][NH:37][CH2:36][CH2:35]3)[CH:42]=2)[CH:52]=[CH:51][CH:50]=1)=[O:72])(=[O:66])=[O:67]. The yield is 0.700.